From a dataset of Full USPTO retrosynthesis dataset with 1.9M reactions from patents (1976-2016). Predict the reactants needed to synthesize the given product. Given the product [C:1]([O:5][C:6]([N:8]1[CH2:9][CH:10]([O:12][C:13]2[CH:18]=[C:17]([Cl:19])[CH:16]=[CH:15][C:14]=2[O:20][CH2:28][C:27]([O:30][CH2:31][CH3:32])=[O:29])[CH2:11]1)=[O:7])([CH3:4])([CH3:2])[CH3:3], predict the reactants needed to synthesize it. The reactants are: [C:1]([O:5][C:6]([N:8]1[CH2:11][CH:10]([O:12][C:13]2[CH:18]=[C:17]([Cl:19])[CH:16]=[CH:15][C:14]=2[OH:20])[CH2:9]1)=[O:7])([CH3:4])([CH3:3])[CH3:2].C([O-])([O-])=O.[Cs+].[Cs+].[C:27]([O:30][CH2:31][CH2:32]Br)(=[O:29])[CH3:28].O.